From a dataset of NCI-60 drug combinations with 297,098 pairs across 59 cell lines. Regression. Given two drug SMILES strings and cell line genomic features, predict the synergy score measuring deviation from expected non-interaction effect. (1) Drug 1: CC1=C(C=C(C=C1)NC2=NC=CC(=N2)N(C)C3=CC4=NN(C(=C4C=C3)C)C)S(=O)(=O)N.Cl. Synergy scores: CSS=14.3, Synergy_ZIP=-2.03, Synergy_Bliss=4.62, Synergy_Loewe=0.739, Synergy_HSA=1.36. Cell line: A498. Drug 2: C1CCC(CC1)NC(=O)N(CCCl)N=O. (2) Drug 1: C(=O)(N)NO. Drug 2: CC1C(C(CC(O1)OC2CC(CC3=C2C(=C4C(=C3O)C(=O)C5=C(C4=O)C(=CC=C5)OC)O)(C(=O)CO)O)N)O.Cl. Cell line: UO-31. Synergy scores: CSS=26.0, Synergy_ZIP=-2.55, Synergy_Bliss=-0.355, Synergy_Loewe=-25.2, Synergy_HSA=1.51. (3) Synergy scores: CSS=56.2, Synergy_ZIP=-0.817, Synergy_Bliss=-1.41, Synergy_Loewe=-7.67, Synergy_HSA=-0.0280. Drug 2: B(C(CC(C)C)NC(=O)C(CC1=CC=CC=C1)NC(=O)C2=NC=CN=C2)(O)O. Drug 1: CC1CCC2CC(C(=CC=CC=CC(CC(C(=O)C(C(C(=CC(C(=O)CC(OC(=O)C3CCCCN3C(=O)C(=O)C1(O2)O)C(C)CC4CCC(C(C4)OC)O)C)C)O)OC)C)C)C)OC. Cell line: HS 578T.